Dataset: Reaction yield outcomes from USPTO patents with 853,638 reactions. Task: Predict the reaction yield, written as a fraction of the theoretical maximum amount of product (1.0 means a 100% yield; for example, 0.34 means a 34% yield). (1) The reactants are [CH:1]([N:4]1[C:8]([C:9]2[S:10][C:11]3CC[O:14][C:15]4[CH:22]=[C:21](C=C)[CH:20]=[CH:19][C:16]=4[C:17]=3[N:18]=2)=[N:7][CH:6]=[N:5]1)([CH3:3])[CH3:2].C[N+]1([O-])[CH2:31][CH2:30][O:29][CH2:28][CH2:27]1.S([O-])([O-])=[O:34].[Na+].[Na+]. The catalyst is CC(C)=O.C1COCC1.O. The product is [CH:1]([N:4]1[C:8]([C:9]2[S:10][C:11]3[CH2:31][CH2:30][O:29][C:28]4[CH:27]=[C:21]([CH:22]([OH:34])[CH2:15][OH:14])[CH:20]=[CH:19][C:16]=4[C:17]=3[N:18]=2)=[N:7][CH:6]=[N:5]1)([CH3:3])[CH3:2]. The yield is 0.460. (2) The reactants are [CH2:1]([C:8]1[CH:13]=[CH:12][C:11]([C:14]2[O:18][N:17]=[C:16]([C:19]3[CH:20]=[C:21]([CH2:24][N:25]4[CH2:28][CH:27]([C:29]([O:31]CC)=[O:30])[CH2:26]4)[S:22][CH:23]=3)[N:15]=2)=[CH:10][CH:9]=1)[C:2]1[CH:7]=[CH:6][CH:5]=[CH:4][CH:3]=1.[OH-].[Na+]. No catalyst specified. The yield is 0.860. The product is [CH2:1]([C:8]1[CH:13]=[CH:12][C:11]([C:14]2[O:18][N:17]=[C:16]([C:19]3[CH:20]=[C:21]([CH2:24][N:25]4[CH2:26][CH:27]([C:29]([OH:31])=[O:30])[CH2:28]4)[S:22][CH:23]=3)[N:15]=2)=[CH:10][CH:9]=1)[C:2]1[CH:3]=[CH:4][CH:5]=[CH:6][CH:7]=1.